This data is from Forward reaction prediction with 1.9M reactions from USPTO patents (1976-2016). The task is: Predict the product of the given reaction. (1) Given the reactants [CH3:1][S:2][C:3]1[S:7][C:6]([CH:8]=O)=[CH:5][CH:4]=1.Cl.[C:11]([O:15][C:16](=[O:20])[CH2:17][CH2:18][NH2:19])([CH3:14])([CH3:13])[CH3:12].C(O[BH-](OC(=O)C)OC(=O)C)(=O)C.[Na+].C([N:52]=[C:53]=[S:54])(OCC1C2C(=CC=CC=2)C2C1=CC=CC=2)=O.N1CCCCC1, predict the reaction product. The product is: [C:11]([O:15][C:16](=[O:20])[CH2:17][CH2:18][N:19]([CH2:8][C:6]1[S:7][C:3]([S:2][CH3:1])=[CH:4][CH:5]=1)[C:53]([NH2:52])=[S:54])([CH3:14])([CH3:13])[CH3:12]. (2) Given the reactants [OH:1][C:2]1[CH:3]=[C:4]([CH2:8][NH:9][C:10](=[O:18])[C:11]2[CH:16]=[CH:15][CH:14]=[N:13][C:12]=2[NH2:17])[CH:5]=[CH:6][CH:7]=1.CS(O)(=O)=O.[CH2:24]([O:26][CH2:27][CH2:28][CH3:29])[CH3:25].C(=O)([O-])[O-].[Cs+].[Cs+].CN(C=O)C, predict the reaction product. The product is: [CH2:24]([O:26][CH2:27][CH2:28][CH2:29][O:1][C:2]1[CH:3]=[C:4]([CH2:8][NH:9][C:10](=[O:18])[C:11]2[CH:16]=[CH:15][CH:14]=[N:13][C:12]=2[NH2:17])[CH:5]=[CH:6][CH:7]=1)[CH3:25].